Binary Classification. Given a T-cell receptor sequence (or CDR3 region) and an epitope sequence, predict whether binding occurs between them. From a dataset of TCR-epitope binding with 47,182 pairs between 192 epitopes and 23,139 TCRs. (1) Result: 1 (the TCR binds to the epitope). The epitope is TSDLATNNLVVMAY. The TCR CDR3 sequence is CSVGEAGELFF. (2) The epitope is VTIAEILLI. The TCR CDR3 sequence is CASSGTGFYEQYF. Result: 0 (the TCR does not bind to the epitope). (3) The epitope is RLRAEAQVK. The TCR CDR3 sequence is CASSFVMFHTGELFF. Result: 1 (the TCR binds to the epitope). (4) The epitope is GLIYNRMGAVTTEV. The TCR CDR3 sequence is CASSLGQSETQYF. Result: 0 (the TCR does not bind to the epitope).